This data is from Reaction yield outcomes from USPTO patents with 853,638 reactions. The task is: Predict the reaction yield, written as a fraction of the theoretical maximum amount of product (1.0 means a 100% yield; for example, 0.34 means a 34% yield). (1) The reactants are [CH:1]([C:4]1[CH:9]=[CH:8][C:7]([C@@H:10]2[C:14]3[C:15]([CH3:28])=[C:16]([NH:20][C:21](=[O:27])[CH2:22][C:23]([CH3:26])([CH3:25])[CH3:24])[C:17]([CH3:19])=[CH:18][C:13]=3[O:12][CH2:11]2)=[CH:6][CH:5]=1)([CH3:3])[CH3:2].[Cl-].[Al+3].[Cl-].[Cl-].[C:33](Cl)(=[O:35])[CH3:34]. The catalyst is ClCCl. The product is [C:33]([C:18]1[C:13]2[O:12][CH2:11][C@H:10]([C:7]3[CH:6]=[CH:5][C:4]([CH:1]([CH3:2])[CH3:3])=[CH:9][CH:8]=3)[C:14]=2[C:15]([CH3:28])=[C:16]([NH:20][C:21](=[O:27])[CH2:22][C:23]([CH3:26])([CH3:25])[CH3:24])[C:17]=1[CH3:19])(=[O:35])[CH3:34]. The yield is 0.840. (2) The reactants are [CH3:1][O:2][C:3]1[CH:8]=[C:7]([CH:9]2[C:17]3[C:12](=[CH:13][CH:14]=[CH:15][CH:16]=3)[N:11]([CH2:18][C:19]3[O:20][C:21]([C:24]([F:27])([F:26])[F:25])=[CH:22][CH:23]=3)[C:10]2=[O:28])[C:6]([O:29]COC)=[CH:5][N:4]=1.FC(F)(F)C(O)=O. The catalyst is ClCCl. The product is [OH:29][C:6]1[C:7]([CH:9]2[C:17]3[C:12](=[CH:13][CH:14]=[CH:15][CH:16]=3)[N:11]([CH2:18][C:19]3[O:20][C:21]([C:24]([F:27])([F:26])[F:25])=[CH:22][CH:23]=3)[C:10]2=[O:28])=[CH:8][C:3]([O:2][CH3:1])=[N:4][CH:5]=1. The yield is 0.700. (3) The reactants are [Br:1][C:2]1[CH:7]=[C:6]([N+:8]([O-])=O)[CH:5]=[CH:4][C:3]=1[F:11].C(O)C.O.O.[Sn](Cl)Cl. The catalyst is O1CCCC1. The product is [Br:1][C:2]1[CH:7]=[C:6]([NH2:8])[CH:5]=[CH:4][C:3]=1[F:11]. The yield is 0.920. (4) The reactants are [CH3:1][O:2][C:3](=[O:17])/[CH:4]=[CH:5]/[C:6]1[CH:11]=[CH:10][C:9]([CH:12]2[CH2:16][CH2:15][CH2:14][NH:13]2)=[CH:8][CH:7]=1.[C:18]1(C)[CH:23]=CC(S(OCCC#C)(=O)=O)=[CH:20][CH:19]=1.C(=O)([O-])[O-].[K+].[K+]. The catalyst is C(#N)C. The product is [CH3:1][O:2][C:3](=[O:17])/[CH:4]=[CH:5]/[C:6]1[CH:11]=[CH:10][C:9]([CH:12]2[CH2:16][CH2:15][CH2:14][N:13]2[CH2:20][CH2:19][C:18]#[CH:23])=[CH:8][CH:7]=1. The yield is 0.630. (5) The reactants are [C:1]([C@H:3]1[CH2:8][CH2:7][C@H:6]([C:9]([O:11]C)=[O:10])[CH2:5][CH2:4]1)#[N:2].[OH-].[Li+].Cl. The catalyst is O1CCCC1.CO.O. The product is [C:1]([C@H:3]1[CH2:4][CH2:5][C@H:6]([C:9]([OH:11])=[O:10])[CH2:7][CH2:8]1)#[N:2]. The yield is 0.820. (6) The reactants are [Cl:1][C:2]1[CH:3]=[C:4]2[C:8](=[CH:9][CH:10]=1)[N:7]([CH2:11][C:12]([O:14]C(C)(C)C)=[O:13])[C:6]([CH3:19])=[C:5]2[C:20]1[C:29]2[C:24](=[CH:25][CH:26]=[CH:27][CH:28]=2)[C:23]([OH:30])=[N:22][N:21]=1.C(=O)([O-])[O-].[K+].[K+].[Cl:37][C:38]1[CH:45]=[CH:44][C:41]([CH2:42]Br)=[CH:40][CH:39]=1. The catalyst is CN(C=O)C. The product is [Cl:1][C:2]1[CH:3]=[C:4]2[C:8](=[CH:9][CH:10]=1)[N:7]([CH2:11][C:12]([OH:14])=[O:13])[C:6]([CH3:19])=[C:5]2[C:20]1[C:29]2[C:24](=[CH:25][CH:26]=[CH:27][CH:28]=2)[C:23](=[O:30])[N:22]([CH2:42][C:41]2[CH:44]=[CH:45][C:38]([Cl:37])=[CH:39][CH:40]=2)[N:21]=1. The yield is 0.370. (7) The reactants are [NH2:1][C:2]1[CH:33]=[CH:32][C:5]([C:6]([NH:8][C:9]2[CH:10]=[CH:11][C:12]([NH:19][C:20](=[O:31])[C:21]3[CH:26]=[CH:25][C:24]([CH2:27][CH2:28][CH2:29][CH3:30])=[CH:23][CH:22]=3)=[C:13]([CH:18]=2)[C:14]([O:16][CH3:17])=[O:15])=[O:7])=[CH:4][CH:3]=1.[Cl:34][C:35]1[C:36]([CH3:45])=[C:37]([S:41](Cl)(=[O:43])=[O:42])[CH:38]=[CH:39][CH:40]=1.C(N([CH2:51][CH3:52])CC)C. The catalyst is C(Cl)Cl.C1COCC1.CN(C1C=CN=CC=1)C. The product is [CH2:27]([C:24]1[CH:23]=[CH:22][C:21]([C:20]([NH:19][C:12]2[CH:11]=[CH:10][C:9]([NH:8][C:6](=[O:7])[C:5]3[CH:4]=[CH:3][C:2]([N:1]([S:41]([C:37]4[CH:38]=[CH:39][CH:40]=[C:35]([Cl:34])[C:51]=4[CH3:52])(=[O:43])=[O:42])[S:41]([C:37]4[CH:38]=[CH:39][CH:40]=[C:35]([Cl:34])[C:36]=4[CH3:45])(=[O:43])=[O:42])=[CH:33][CH:32]=3)=[CH:18][C:13]=2[C:14]([O:16][CH3:17])=[O:15])=[O:31])=[CH:26][CH:25]=1)[CH2:28][CH2:29][CH3:30]. The yield is 0.270. (8) The reactants are [O:1]=[C:2]1[C:7]([CH2:8][C:9]2[CH:14]=[CH:13][C:12]([C:15]3[C:16]([C:21]#[N:22])=[CH:17][CH:18]=[CH:19][CH:20]=3)=[CH:11][CH:10]=2)=[C:6]([CH2:23][CH2:24][CH3:25])[N:5]2[N:26]=[CH:27][N:28]=[C:4]2[N:3]1[C@H:29]1[CH2:34][CH2:33][C@H:32]([O:35][CH2:36][C:37](=[O:39])[CH3:38])[CH2:31][CH2:30]1.C[Si](C)(C)[C:42]([F:45])([F:44])[F:43].[F-].C([N+](CCCC)(CCCC)CCCC)CCC.Cl. The catalyst is O1CCCC1. The product is [O:1]=[C:2]1[C:7]([CH2:8][C:9]2[CH:14]=[CH:13][C:12]([C:15]3[C:16]([C:21]#[N:22])=[CH:17][CH:18]=[CH:19][CH:20]=3)=[CH:11][CH:10]=2)=[C:6]([CH2:23][CH2:24][CH3:25])[N:5]2[N:26]=[CH:27][N:28]=[C:4]2[N:3]1[C@H:29]1[CH2:30][CH2:31][C@H:32]([O:35][CH2:36][C:37]([OH:39])([CH3:38])[C:42]([F:45])([F:44])[F:43])[CH2:33][CH2:34]1. The yield is 0.270. (9) The reactants are [C:1]([O:5][C:6]([NH:8][CH2:9][CH2:10][CH2:11][CH2:12][C:13]([OH:15])=[O:14])=[O:7])([CH3:4])([CH3:3])[CH3:2].C([O-])([O-])=O.[Cs+].[Cs+].[CH2:22](Br)[C:23]1[CH:28]=[CH:27][CH:26]=[CH:25][CH:24]=1. The catalyst is CO. The product is [CH2:22]([O:14][C:13](=[O:15])[CH2:12][CH2:11][CH2:10][CH2:9][NH:8][C:6]([O:5][C:1]([CH3:4])([CH3:2])[CH3:3])=[O:7])[C:23]1[CH:28]=[CH:27][CH:26]=[CH:25][CH:24]=1. The yield is 0.860.